Dataset: Full USPTO retrosynthesis dataset with 1.9M reactions from patents (1976-2016). Task: Predict the reactants needed to synthesize the given product. (1) Given the product [CH3:1][O:2][C:3]1[CH:30]=[C:29]([O:31][CH3:32])[CH:28]=[CH:27][C:4]=1[CH2:5][N:6]([C:20]1[CH:25]=[CH:24][CH:23]=[C:22]([F:26])[N:21]=1)[S:7]([C:10]1[CH:11]=[C:12]2[C:16](=[CH:17][C:18]=1[CH3:19])[N:15]([C@@H:47]([C:49]1[CH:50]=[CH:51][CH:52]=[C:53]3[C:58]=1[CH2:57][N:56]([C:59]([O:61][C:62]([CH3:63])([CH3:65])[CH3:64])=[O:60])[CH2:55][CH2:54]3)[CH3:48])[N:14]=[CH:13]2)(=[O:8])=[O:9], predict the reactants needed to synthesize it. The reactants are: [CH3:1][O:2][C:3]1[CH:30]=[C:29]([O:31][CH3:32])[CH:28]=[CH:27][C:4]=1[CH2:5][N:6]([C:20]1[CH:25]=[CH:24][CH:23]=[C:22]([F:26])[N:21]=1)[S:7]([C:10]1[CH:11]=[C:12]2[C:16](=[CH:17][C:18]=1[CH3:19])[NH:15][N:14]=[CH:13]2)(=[O:9])=[O:8].CCCCP(CCCC)CCCC.O[C@H:47]([C:49]1[CH:50]=[CH:51][CH:52]=[C:53]2[C:58]=1[CH2:57][N:56]([C:59]([O:61][C:62]([CH3:65])([CH3:64])[CH3:63])=[O:60])[CH2:55][CH2:54]2)[CH3:48]. (2) Given the product [CH3:23][N:24]([CH3:30])[CH2:25][C:26]([NH:28][C:20]([C:19]1[C:13]2[C:14](=[N:15][CH:16]=[C:11]([C:6]3[C:5]4[C:9](=[CH:10][C:2]([CH3:1])=[CH:3][CH:4]=4)[NH:8][N:7]=3)[N:12]=2)[NH:17][CH:18]=1)=[O:22])([CH3:29])[CH3:27], predict the reactants needed to synthesize it. The reactants are: [CH3:1][C:2]1[CH:10]=[C:9]2[C:5]([C:6]([C:11]3[N:12]=[C:13]4[C:19]([C:20]([OH:22])=O)=[CH:18][NH:17][C:14]4=[N:15][CH:16]=3)=[N:7][NH:8]2)=[CH:4][CH:3]=1.[CH3:23][N:24]([CH3:30])[CH2:25][C:26]([CH3:29])([NH2:28])[CH3:27].O. (3) Given the product [F:23][C:22]1[C:6]2[C:7]([C:17]3[NH:18][CH:19]=[CH:20][N:21]=3)=[C:8]([C:10]3[CH:15]=[CH:14][C:13]([F:16])=[CH:12][CH:11]=3)[O:9][C:5]=2[CH:4]=[CH:3][C:2]=1[C:41]1[C:42]([CH3:44])=[CH:43][C:26]([O:25][CH3:24])=[C:27]([CH:40]=1)[C:28]([NH:30][C:31]1([C:34]2[N:39]=[CH:38][CH:37]=[CH:36][N:35]=2)[CH2:32][CH2:33]1)=[O:29], predict the reactants needed to synthesize it. The reactants are: Cl[C:2]1[CH:3]=[CH:4][C:5]2[O:9][C:8]([C:10]3[CH:15]=[CH:14][C:13]([F:16])=[CH:12][CH:11]=3)=[C:7]([C:17]3[NH:18][CH:19]=[CH:20][N:21]=3)[C:6]=2[C:22]=1[F:23].[CH3:24][O:25][C:26]1[CH:43]=[C:42]([CH3:44])[C:41](B2OC(C)(C)C(C)(C)O2)=[CH:40][C:27]=1[C:28]([NH:30][C:31]1([C:34]2[N:39]=[CH:38][CH:37]=[CH:36][N:35]=2)[CH2:33][CH2:32]1)=[O:29].C(=O)([O-])[O-].[Na+].[Na+].C1(P(C2CCCCC2)C2C=CC=CC=2C2C(C(C)C)=CC(C(C)C)=CC=2C(C)C)CCCCC1. (4) Given the product [CH3:1][O:2][C:3]1[CH:8]=[CH:7][C:6]([NH:9][C:13]2[CH:18]=[CH:17][CH:16]=[CH:15][C:14]=2[N+:19]([O-:21])=[O:20])=[CH:5][CH:4]=1, predict the reactants needed to synthesize it. The reactants are: [CH3:1][O:2][C:3]1[CH:8]=[CH:7][C:6]([NH2:9])=[CH:5][CH:4]=1.[H-].[Na+].F[C:13]1[CH:18]=[CH:17][CH:16]=[CH:15][C:14]=1[N+:19]([O-:21])=[O:20]. (5) Given the product [C:1]([O:5][C:6]([NH:8][C@@H:9]([CH2:14][C:15]1[CH:20]=[CH:19][N:18]=[C:17]([O:21][CH3:22])[CH:16]=1)[C:10]([OH:12])=[O:11])=[O:7])([CH3:3])([CH3:4])[CH3:2], predict the reactants needed to synthesize it. The reactants are: [C:1]([O:5][C:6]([NH:8][C@@H:9]([CH2:14][C:15]1[CH:20]=[CH:19][N:18]=[C:17]([O:21][CH3:22])[CH:16]=1)[C:10]([O:12]C)=[O:11])=[O:7])([CH3:4])([CH3:3])[CH3:2].CO.[OH-].[Li+].O1CCOCC1.Cl. (6) Given the product [CH2:1]([N:8]1[CH2:13][CH2:12][N:11]([C:14]2[CH:15]=[C:16]3[C:20](=[CH:21][CH:22]=2)[N:19]([Si:23]([CH:27]([CH3:29])[CH3:28])([CH:30]([CH3:32])[CH3:31])[CH:24]([CH3:25])[CH3:26])[N:18]=[CH:17]3)[CH:10]([CH2:40][CH:41]2[CH2:46][CH2:45][O:44][CH2:43][CH2:42]2)[C:9]1=[O:33])[C:2]1[CH:7]=[CH:6][CH:5]=[CH:4][CH:3]=1, predict the reactants needed to synthesize it. The reactants are: [CH2:1]([N:8]1[CH2:13][CH2:12][N:11]([C:14]2[CH:15]=[C:16]3[C:20](=[CH:21][CH:22]=2)[N:19]([Si:23]([CH:30]([CH3:32])[CH3:31])([CH:27]([CH3:29])[CH3:28])[CH:24]([CH3:26])[CH3:25])[N:18]=[CH:17]3)[CH2:10][C:9]1=[O:33])[C:2]1[CH:7]=[CH:6][CH:5]=[CH:4][CH:3]=1.C([Li])(CC)C.Br[CH2:40][CH:41]1[CH2:46][CH2:45][O:44][CH2:43][CH2:42]1.O. (7) Given the product [Cl:17][C:18]1[C:27]2[C:22](=[CH:23][CH:24]=[CH:25][CH:26]=2)[C:21]([O:1][C@@H:2]2[C@@H:9]3[C@@H:5]([CH2:6][N:7]([C:10]([O:12][C:13]([CH3:16])([CH3:15])[CH3:14])=[O:11])[CH2:8]3)[CH2:4][CH2:3]2)=[CH:20][CH:19]=1, predict the reactants needed to synthesize it. The reactants are: [OH:1][C@H:2]1[C@@H:9]2[C@@H:5]([CH2:6][N:7]([C:10]([O:12][C:13]([CH3:16])([CH3:15])[CH3:14])=[O:11])[CH2:8]2)[CH2:4][CH2:3]1.[Cl:17][C:18]1[C:27]2[C:22](=[CH:23][CH:24]=[CH:25][CH:26]=2)[C:21](O)=[CH:20][CH:19]=1.N(C(OC(C)C)=O)=NC(OC(C)C)=O.C1(P(C2C=CC=CC=2)C2C=CC=CC=2)C=CC=CC=1. (8) Given the product [Br:1][C:2]1[CH:3]=[CH:4][C:5]([C:8]2([N:16]3[C:24](=[O:25])[C:23]4[C:18](=[CH:19][CH:20]=[CH:21][CH:22]=4)[C:17]3=[O:26])[CH2:9][C:10](=[O:12])[CH2:11]2)=[CH:6][CH:7]=1, predict the reactants needed to synthesize it. The reactants are: [Br:1][C:2]1[CH:7]=[CH:6][C:5]([C:8]2([N:16]3[C:24](=[O:25])[C:23]4[C:18](=[CH:19][CH:20]=[CH:21][CH:22]=4)[C:17]3=[O:26])[CH2:11][C:10]3(OCC[O:12]3)[CH2:9]2)=[CH:4][CH:3]=1.O.C1(C)C(S(O)(=O)=O)=CC=CC=1.